From a dataset of Catalyst prediction with 721,799 reactions and 888 catalyst types from USPTO. Predict which catalyst facilitates the given reaction. (1) Reactant: CN(C)C=O.[Cl:6][C:7]1[CH:26]=[CH:25][C:10]([CH2:11][N:12]2[CH:17]=[N:16][C:15]([N:18]3[CH2:23][CH2:22][NH:21][CH2:20][CH2:19]3)=[N:14][C:13]2=[O:24])=[CH:9][CH:8]=1.Cl[C:28]1[CH:33]=[CH:32][C:31]([N+:34]([O-:36])=[O:35])=[CH:30][N:29]=1.C(=O)([O-])[O-].[K+].[K+]. Product: [Cl:6][C:7]1[CH:26]=[CH:25][C:10]([CH2:11][N:12]2[CH:17]=[N:16][C:15]([N:18]3[CH2:23][CH2:22][N:21]([C:28]4[CH:33]=[CH:32][C:31]([N+:34]([O-:36])=[O:35])=[CH:30][N:29]=4)[CH2:20][CH2:19]3)=[N:14][C:13]2=[O:24])=[CH:9][CH:8]=1. The catalyst class is: 84. (2) Reactant: [CH2:1]([O:3][C:4](=[O:18])[CH:5]([C:11]1[N:12]=[N:13][C:14]([Cl:17])=[CH:15][CH:16]=1)C(OCC)=O)[CH3:2].[Cl-].[Na+].CS(C)=O. Product: [CH2:1]([O:3][C:4](=[O:18])[CH2:5][C:11]1[N:12]=[N:13][C:14]([Cl:17])=[CH:15][CH:16]=1)[CH3:2]. The catalyst class is: 6. (3) Reactant: [Br:1][C:2]1[CH:14]=[CH:13][C:5]2[N:6]=[C:7]([NH:11][NH2:12])[N:8]=[N+:9]([O-:10])[C:4]=2[CH:3]=1.[CH2:15](OC(OCC)OCC)C. Product: [Br:1][C:2]1[CH:14]=[CH:13][C:5]2[N:6]3[CH:15]=[N:12][N:11]=[C:7]3[N:8]=[N+:9]([O-:10])[C:4]=2[CH:3]=1. The catalyst class is: 8. (4) Reactant: C(NC(C)C)(C)C.C([Li])CCC.C[Si]([CH2:17][C:18]([O:20][CH2:21][CH3:22])=[O:19])(C)C.[Si]([O:30][C@H:31]1[C:36](=[CH2:37])[C@H:35]([O:38][Si:39]([C:52]([CH3:55])([CH3:54])[CH3:53])([C:46]2[CH:51]=[CH:50][CH:49]=[CH:48][CH:47]=2)[C:40]2[CH:45]=[CH:44][CH:43]=[CH:42][CH:41]=2)[CH2:34][C:33](=O)[CH2:32]1)(C(C)(C)C)(C)C. Product: [Si:39]([O:38][C@H:35]1[C:36](=[CH2:37])[C@H:31]([OH:30])[CH2:32]/[C:33](=[CH:17]\[C:18]([O:20][CH2:21][CH3:22])=[O:19])/[CH2:34]1)([C:52]([CH3:55])([CH3:54])[CH3:53])([C:46]1[CH:51]=[CH:50][CH:49]=[CH:48][CH:47]=1)[C:40]1[CH:41]=[CH:42][CH:43]=[CH:44][CH:45]=1. The catalyst class is: 7. (5) Reactant: [OH-].[Na+].C1COCC1.[Cl:8][C:9]1[CH:10]=[CH:11][C:12]([C:31](=[O:46])[NH:32][C:33]2[CH:38]=[CH:37][C:36]([C:39]3[CH:44]=[CH:43][C:42]([Cl:45])=[CH:41][CH:40]=3)=[CH:35][CH:34]=2)=[C:13]([C:15]2[CH:16]=[CH:17][C:18]([C:21]([NH:23][CH2:24][CH2:25][C:26]([O:28]CC)=[O:27])=[O:22])=[N:19][CH:20]=2)[CH:14]=1. Product: [Cl:8][C:9]1[CH:10]=[CH:11][C:12]([C:31](=[O:46])[NH:32][C:33]2[CH:38]=[CH:37][C:36]([C:39]3[CH:40]=[CH:41][C:42]([Cl:45])=[CH:43][CH:44]=3)=[CH:35][CH:34]=2)=[C:13]([C:15]2[CH:16]=[CH:17][C:18]([C:21]([NH:23][CH2:24][CH2:25][C:26]([OH:28])=[O:27])=[O:22])=[N:19][CH:20]=2)[CH:14]=1. The catalyst class is: 5. (6) Reactant: [Cl:1][C:2]1[CH:18]=[CH:17][C:5]([C:6]2[CH:11]=[C:10]([CH2:12][CH3:13])[C:9](B(O)O)=[CH:8][CH:7]=2)=[CH:4][CH:3]=1.[C:19]([O-:22])(=[O:21])[CH3:20].[C:23]([O-:26])(=[O:25])[CH3:24].[C:27]([O-:30])(=[O:29])[CH3:28].C([O-])(=O)C.[Pb+4:35].C(=O)([O-])[O-].[K+].[K+]. Product: [C:19]([O-:22])(=[O:21])[CH3:20].[C:23]([O-:26])(=[O:25])[CH3:24].[C:27]([O-:30])(=[O:29])[CH3:28].[Cl:1][C:2]1[CH:18]=[CH:17][C:5]([C:6]2[CH:11]=[C:10]([CH2:12][CH3:13])[C:9]([Pb+3:35])=[CH:8][CH:7]=2)=[CH:4][CH:3]=1. The catalyst class is: 22.